This data is from Reaction yield outcomes from USPTO patents with 853,638 reactions. The task is: Predict the reaction yield, written as a fraction of the theoretical maximum amount of product (1.0 means a 100% yield; for example, 0.34 means a 34% yield). (1) The reactants are C([O:4][C:5]1[C:10]2[S:11][C:12]([CH3:14])=[CH:13][C:9]=2[CH:8]=[CH:7][C:6]=1[O:15][CH3:16])(C)C. The catalyst is C(Cl)Cl. The product is [OH:4][C:5]1[C:10]2[S:11][C:12]([CH3:14])=[CH:13][C:9]=2[CH:8]=[CH:7][C:6]=1[O:15][CH3:16]. The yield is 1.00. (2) The reactants are [Cl:1][C:2]1[N:7]=[C:6]([C:8]([OH:10])=O)[C:5]([F:11])=[CH:4][CH:3]=1.[NH2:12][C:13]1[S:14][C:15]([S:18][C:19]([CH3:26])([CH3:25])[C:20]([O:22][CH2:23][CH3:24])=[O:21])=[CH:16][N:17]=1.C1C=CC2N(O)N=NC=2C=1.CCN=C=NCCCN(C)C. The catalyst is CN(C=O)C. The product is [Cl:1][C:2]1[N:7]=[C:6]([C:8]([NH:12][C:13]2[S:14][C:15]([S:18][C:19]([CH3:25])([CH3:26])[C:20]([O:22][CH2:23][CH3:24])=[O:21])=[CH:16][N:17]=2)=[O:10])[C:5]([F:11])=[CH:4][CH:3]=1. The yield is 0.540. (3) The reactants are [CH2:1]([P:3]([CH2:6][CH2:7][C:8]#[N:9])(=[O:5])[OH:4])[CH3:2].[CH2:10](O)[CH2:11][CH2:12][CH2:13][OH:14]. The catalyst is C1(C)C=CC=CC=1. The product is [CH2:1]([P:3]([CH2:6][CH2:7][C:8]#[N:9])(=[O:4])[O:5][CH2:10][CH2:11][CH2:12][CH2:13][OH:14])[CH3:2]. The yield is 0.920. (4) The reactants are [CH3:1][C:2]1[CH:3]=[C:4]([N:9]([CH3:26])[C:10]2[C:19]3[C:14](=[CH:15][CH:16]=[CH:17][CH:18]=3)[C:13](=[O:20])[N:12]([CH3:21])[C:11]=2[C:22](OC)=[O:23])[CH:5]=[CH:6][C:7]=1[CH3:8].[BH4-].[Li+].C1COCC1. The catalyst is C1(C)C=CC=CC=1. The product is [CH3:1][C:2]1[CH:3]=[C:4]([N:9]([CH3:26])[C:10]2[C:19]3[C:14](=[CH:15][CH:16]=[CH:17][CH:18]=3)[C:13](=[O:20])[N:12]([CH3:21])[C:11]=2[CH2:22][OH:23])[CH:5]=[CH:6][C:7]=1[CH3:8]. The yield is 0.480.